This data is from Full USPTO retrosynthesis dataset with 1.9M reactions from patents (1976-2016). The task is: Predict the reactants needed to synthesize the given product. (1) The reactants are: [CH3:1][C:2]1[C:3]2[C:8]([N:9]=[C:10]3[C:15]=1[CH:14]=[CH:13][CH:12]=[CH:11]3)=[CH:7][CH:6]=[CH:5][CH:4]=2.[CH2:16]1[CH2:22][S:19](=[O:21])(=[O:20])[O:18][CH2:17]1. Given the product [OH-:18].[CH3:1][C:2]1[C:15]2[C:10]([N+:9]([CH2:17][CH2:16][CH2:22][S:19]([OH:21])(=[O:20])=[O:18])=[C:8]3[C:3]=1[CH:4]=[CH:5][CH:6]=[CH:7]3)=[CH:11][CH:12]=[CH:13][CH:14]=2, predict the reactants needed to synthesize it. (2) Given the product [F:1][C:2]1[CH:24]=[CH:23][CH:22]=[CH:21][C:3]=1[O:4][C:5]1[C:18](=[O:19])[N:17]([CH3:20])[C:8]2[N:9]=[C:10]([NH:25][C:26]3([CH2:31][OH:32])[CH2:30][CH2:29][CH2:28][CH2:27]3)[N:11]=[CH:12][C:7]=2[CH:6]=1, predict the reactants needed to synthesize it. The reactants are: [F:1][C:2]1[CH:24]=[CH:23][CH:22]=[CH:21][C:3]=1[O:4][C:5]1[C:18](=[O:19])[N:17]([CH3:20])[C:8]2[N:9]=[C:10](S(C)(=O)=O)[N:11]=[CH:12][C:7]=2[CH:6]=1.[NH2:25][C:26]1([CH2:31][OH:32])[CH2:30][CH2:29][CH2:28][CH2:27]1.O.C(OCC)(=O)C. (3) The reactants are: CS([O:5][CH2:6][CH2:7][C:8]1[CH:13]=[CH:12][C:11]([CH:14]([O:16][CH2:17][O:18][CH3:19])[CH3:15])=[CH:10][N:9]=1)(=O)=O.O[C:21]1[CH:28]=[CH:27][C:24]([CH:25]=[O:26])=[CH:23][CH:22]=1.C(=O)([O-])[O-].[K+].[K+].C1(C)C=CC=CC=1. Given the product [CH3:19][O:18][CH2:17][O:16][CH:14]([C:11]1[CH:12]=[CH:13][C:8]([CH2:7][CH2:6][O:5][C:21]2[CH:28]=[CH:27][C:24]([CH:25]=[O:26])=[CH:23][CH:22]=2)=[N:9][CH:10]=1)[CH3:15], predict the reactants needed to synthesize it. (4) The reactants are: [Cl:1][C:2]1[CH:23]=[CH:22][C:5]([CH2:6][N:7]2[C:16](=[O:17])[C:15]3[C:10](=[CH:11][C:12]([C:18](O)=[O:19])=[CH:13][CH:14]=3)[NH:9][C:8]2=[O:21])=[CH:4][CH:3]=1.[CH2:24]([CH:26]1[CH2:31][CH2:30][CH2:29][CH2:28][N:27]1[CH2:32][CH2:33][CH2:34][NH2:35])[CH3:25]. Given the product [CH2:24]([CH:26]1[CH2:31][CH2:30][CH2:29][CH2:28][N:27]1[CH2:32][CH2:33][CH2:34][NH:35][C:18]([C:12]1[CH:11]=[C:10]2[C:15]([C:16](=[O:17])[N:7]([CH2:6][C:5]3[CH:4]=[CH:3][C:2]([Cl:1])=[CH:23][CH:22]=3)[C:8](=[O:21])[NH:9]2)=[CH:14][CH:13]=1)=[O:19])[CH3:25], predict the reactants needed to synthesize it. (5) The reactants are: [Cl:1][C:2]1[C:11]([N:12]2[C:16](=[O:17])[N:15]([CH3:18])[N:14]=[N:13]2)=[C:10]([Cl:19])[CH:9]=[CH:8][C:3]=1[C:4]([O:6]C)=[O:5]. Given the product [Cl:1][C:2]1[C:11]([N:12]2[C:16](=[O:17])[N:15]([CH3:18])[N:14]=[N:13]2)=[C:10]([Cl:19])[CH:9]=[CH:8][C:3]=1[C:4]([OH:6])=[O:5], predict the reactants needed to synthesize it. (6) Given the product [CH2:1]([O:5][C:6]1[N:11]=[C:10]([N:16]([CH2:14][CH3:15])[C:17]2[CH:22]=[CH:21][CH:20]=[C:19]([OH:23])[CH:18]=2)[N:9]=[C:8]([N:16]([CH2:14][CH3:15])[C:17]2[CH:22]=[CH:21][CH:20]=[C:19]([OH:23])[CH:18]=2)[N:7]=1)[CH2:2][CH2:3][CH3:4], predict the reactants needed to synthesize it. The reactants are: [CH2:1]([O:5][C:6]1[N:11]=[C:10](Cl)[N:9]=[C:8](Cl)[N:7]=1)[CH2:2][CH2:3][CH3:4].[CH2:14]([NH:16][C:17]1[CH:18]=[C:19]([OH:23])[CH:20]=[CH:21][CH:22]=1)[CH3:15]. (7) Given the product [Br:1][C:2]1[CH:3]=[C:4]2[C:9](=[CH:10][CH:11]=1)[CH2:8][C:7]1([C:23](=[O:24])[NH:21][C:16](=[O:19])[NH:20]1)[CH2:6][CH2:5]2, predict the reactants needed to synthesize it. The reactants are: [Br:1][C:2]1[CH:3]=[C:4]2[C:9](=[CH:10][CH:11]=1)[CH2:8][C:7](=O)[CH2:6][CH2:5]2.[C-]#N.[Na+].[C:16](=[O:19])([O-])[O-].[NH4+:20].[NH4+:21].C[CH2:23][OH:24].